From a dataset of Catalyst prediction with 721,799 reactions and 888 catalyst types from USPTO. Predict which catalyst facilitates the given reaction. Reactant: C([O:5][C:6]([CH:8]1[CH:12]([C:13]2[CH:18]=[CH:17][CH:16]=[C:15]([Cl:19])[CH:14]=2)[C:11]([C:26]#[N:27])([C:20]2[CH:21]=[N:22][CH:23]=[CH:24][CH:25]=2)[CH:10]([CH2:28][C:29]([CH3:32])([CH3:31])[CH3:30])[NH:9]1)=[O:7])(C)(C)C. Product: [Cl:19][C:15]1[CH:14]=[C:13]([CH:12]2[C:11]([C:26]#[N:27])([C:20]3[CH:21]=[N:22][CH:23]=[CH:24][CH:25]=3)[CH:10]([CH2:28][C:29]([CH3:31])([CH3:32])[CH3:30])[NH:9][CH:8]2[C:6]([OH:7])=[O:5])[CH:18]=[CH:17][CH:16]=1. The catalyst class is: 82.